From a dataset of Catalyst prediction with 721,799 reactions and 888 catalyst types from USPTO. Predict which catalyst facilitates the given reaction. (1) Reactant: [CH:1]1([CH2:4][CH2:5][O:6][C:7]2[N:15]=[C:14]3[C:10]([N:11]=[CH:12][N:13]3[CH:16]3[CH2:21][CH2:20][CH2:19][CH2:18][O:17]3)=[C:9]([NH2:22])[N:8]=2)[CH2:3][CH2:2]1.[Br:23]N1C(=O)CCC1=O.O. Product: [Br:23][C:12]1[N:13]([CH:16]2[CH2:21][CH2:20][CH2:19][CH2:18][O:17]2)[C:14]2[C:10]([N:11]=1)=[C:9]([NH2:22])[N:8]=[C:7]([O:6][CH2:5][CH2:4][CH:1]1[CH2:2][CH2:3]1)[N:15]=2. The catalyst class is: 22. (2) Reactant: [F:1][C:2]1[CH:35]=[CH:34][C:5]([O:6][CH2:7][CH2:8][N:9]2[C@@H:18]([C:19]([NH:21][C@H:22]([C:24]3[CH:33]=[CH:32][C:27]([C:28]([O:30]C)=[O:29])=[CH:26][CH:25]=3)[CH3:23])=[O:20])[CH2:17][C:16]3[C:11](=[CH:12][CH:13]=[CH:14][CH:15]=3)[CH2:10]2)=[CH:4][CH:3]=1.[OH-].[Na+].[ClH:38].O1CCOCC1. Product: [ClH:38].[F:1][C:2]1[CH:3]=[CH:4][C:5]([O:6][CH2:7][CH2:8][N:9]2[C@@H:18]([C:19]([NH:21][C@H:22]([C:24]3[CH:25]=[CH:26][C:27]([C:28]([OH:30])=[O:29])=[CH:32][CH:33]=3)[CH3:23])=[O:20])[CH2:17][C:16]3[C:11](=[CH:12][CH:13]=[CH:14][CH:15]=3)[CH2:10]2)=[CH:34][CH:35]=1. The catalyst class is: 111. (3) Reactant: [CH2:1]([N:8]1[C:12]([C:13]2([CH2:23][CH3:24])[CH2:21][C:20]3[C:15](=[CH:16][CH:17]=[C:18]([F:22])[CH:19]=3)[CH2:14]2)=[CH:11][N:10]=[C:9]1S)[C:2]1[CH:7]=[CH:6][CH:5]=[CH:4][CH:3]=1. Product: [CH2:1]([N:8]1[C:12]([C:13]2([CH2:23][CH3:24])[CH2:21][C:20]3[C:15](=[CH:16][CH:17]=[C:18]([F:22])[CH:19]=3)[CH2:14]2)=[CH:11][N:10]=[CH:9]1)[C:2]1[CH:3]=[CH:4][CH:5]=[CH:6][CH:7]=1. The catalyst class is: 171. (4) Reactant: Br[C:2]1[N:7]=[N:6][C:5]([C:8]2[CH:17]=[CH:16][C:15]3[C:10](=[CH:11][CH:12]=[CH:13][CH:14]=3)[CH:9]=2)=[C:4]([C:18]2[CH:23]=[CH:22][N:21]=[CH:20][CH:19]=2)[CH:3]=1.C(O)C.[NH:27]1[CH2:31][CH2:30][CH2:29][CH2:28]1. Product: [CH:9]1[C:10]2[C:15](=[CH:14][CH:13]=[CH:12][CH:11]=2)[CH:16]=[CH:17][C:8]=1[C:5]1[N:6]=[N:7][C:2]([N:27]2[CH2:31][CH2:30][CH2:29][CH2:28]2)=[CH:3][C:4]=1[C:18]1[CH:23]=[CH:22][N:21]=[CH:20][CH:19]=1. The catalyst class is: 13.